Dataset: Full USPTO retrosynthesis dataset with 1.9M reactions from patents (1976-2016). Task: Predict the reactants needed to synthesize the given product. (1) Given the product [CH3:72][S:69]([CH2:68][C@H:55]1[C@@H:54]([N:51]2[CH2:52][CH2:53][C@H:49]([NH:48][C:6](=[O:8])[C:5]3[CH:9]=[CH:10][CH:11]=[C:3]([C:2]([F:1])([F:13])[F:12])[CH:4]=3)[C:50]2=[O:73])[CH2:59][CH2:58][C@@H:57]([NH:60][C:61](=[O:67])[O:62][C:63]([CH3:65])([CH3:64])[CH3:66])[CH2:56]1)(=[O:71])=[O:70], predict the reactants needed to synthesize it. The reactants are: [F:1][C:2]([F:13])([F:12])[C:3]1[CH:4]=[C:5]([CH:9]=[CH:10][CH:11]=1)[C:6]([OH:8])=O.CN1CCOCC1.F[P-](F)(F)(F)(F)F.N1(O[P+](N(C)C)(N(C)C)N(C)C)C2C=CC=CC=2N=N1.[NH2:48][C@H:49]1[CH2:53][CH2:52][N:51]([C@H:54]2[CH2:59][CH2:58][C@@H:57]([NH:60][C:61](=[O:67])[O:62][C:63]([CH3:66])([CH3:65])[CH3:64])[CH2:56][C@H:55]2[CH2:68][S:69]([CH3:72])(=[O:71])=[O:70])[C:50]1=[O:73]. (2) The reactants are: [Si:1]([O:8][CH2:9][C:10](=O)[CH3:11])([C:4]([CH3:7])([CH3:6])[CH3:5])([CH3:3])[CH3:2].[CH3:13][C:14]([S:17]([NH2:19])=[O:18])([CH3:16])[CH3:15]. Given the product [Si:1]([O:8][CH2:9]/[C:10](=[N:19]/[S:17]([C:14]([CH3:16])([CH3:15])[CH3:13])=[O:18])/[CH3:11])([C:4]([CH3:7])([CH3:6])[CH3:5])([CH3:3])[CH3:2], predict the reactants needed to synthesize it.